Dataset: Full USPTO retrosynthesis dataset with 1.9M reactions from patents (1976-2016). Task: Predict the reactants needed to synthesize the given product. (1) Given the product [Cl:11][C:4]1[CH:3]=[C:2]([C:15]2[CH:14]=[C:13]([Cl:12])[CH:21]=[CH:17][C:16]=2[O:22][CH3:23])[CH:10]=[CH:9][C:5]=1[C:6]([OH:8])=[O:7], predict the reactants needed to synthesize it. The reactants are: Br[C:2]1[CH:10]=[CH:9][C:5]([C:6]([OH:8])=[O:7])=[C:4]([Cl:11])[CH:3]=1.[Cl:12][C:13]1[CH:14]=[CH:15][C:16]([O:22][CH3:23])=[C:17]([CH:21]=1)C(O)=O.C(=O)([O-])[O-].[Na+].[Na+].O1CCOCC1. (2) The reactants are: [F:1][C:2]1[CH:3]=[C:4]([CH2:17][OH:18])[CH:5]=[C:6]([F:16])[C:7]=1[O:8][C:9]1[CH:14]=[CH:13][C:12]([F:15])=[CH:11][CH:10]=1.Cl[C:20]1[CH:36]=[C:24]2[N:25](C(OC(C)(C)C)=O)[CH2:26][CH2:27][CH2:28][N:23]2[C:22](=[O:37])[N:21]=1. Given the product [F:1][C:2]1[CH:3]=[C:4]([CH:5]=[C:6]([F:16])[C:7]=1[O:8][C:9]1[CH:10]=[CH:11][C:12]([F:15])=[CH:13][CH:14]=1)[CH2:17][O:18][C:20]1[CH:36]=[C:24]2[NH:25][CH2:26][CH2:27][CH2:28][N:23]2[C:22](=[O:37])[N:21]=1, predict the reactants needed to synthesize it. (3) Given the product [NH2:20][C:8]1[CH:7]=[C:6]([CH:23]2[C:32]3[C:31](=[O:33])[CH2:30][CH:29]([CH2:34][CH2:35][CH3:36])[CH2:28][C:27]=3[NH:26][C:25]([CH3:37])=[C:24]2[C:38]#[N:39])[CH:5]=[C:4]([O:3][CH2:1][CH3:2])[C:9]=1[O:10][CH2:11][C:12]1[CH:17]=[CH:16][CH:15]=[C:14]([O:18][CH3:19])[CH:13]=1, predict the reactants needed to synthesize it. The reactants are: [CH2:1]([O:3][C:4]1[CH:5]=[C:6]([CH:23]2[C:32]3[C:31](=[O:33])[CH2:30][CH:29]([CH2:34][CH2:35][CH3:36])[CH2:28][C:27]=3[NH:26][C:25]([CH3:37])=[C:24]2[C:38]#[N:39])[CH:7]=[C:8]([N+:20]([O-])=O)[C:9]=1[O:10][CH2:11][C:12]1[CH:17]=[CH:16][CH:15]=[C:14]([O:18][CH3:19])[CH:13]=1)[CH3:2].C(O)(=O)C. (4) Given the product [CH2:6]([NH:8][C@H:9]([C:14]([NH:36][C@H:33]1[C@H:31]2[C@H:30]([CH2:29][N:28]([S:25]([C:22]3[CH:21]=[CH:20][C:19]([C:18]([F:17])([F:37])[F:38])=[CH:24][CH:23]=3)(=[O:26])=[O:27])[CH2:32]2)[CH2:35][CH2:34]1)=[O:16])[CH2:10][CH2:11][CH3:13])[C:40]([CH3:45])([CH3:41])[CH3:39], predict the reactants needed to synthesize it. The reactants are: C(O[C:6]([NH:8][C@H:9]([C:14]([OH:16])=O)[CH2:10][CH:11]([CH3:13])C)=O)(C)(C)C.[F:17][C:18]([F:38])([F:37])[C:19]1[CH:24]=[CH:23][C:22]([S:25]([N:28]2[CH2:32][C@H:31]3[C@H:33]([NH2:36])[CH2:34][CH2:35][C@H:30]3[CH2:29]2)(=[O:27])=[O:26])=[CH:21][CH:20]=1.[CH2:39](N1C[C@@H]2[C@@H](N)CC[C@@H]2C1)[C:40]1[CH:45]=CC=C[CH:41]=1. (5) Given the product [I:1][CH2:2][C:3]1[N:4]=[C:5]([C:14]2[CH:19]=[CH:18][CH:17]=[C:16]([O:26][CH3:25])[CH:15]=2)[O:6][C:7]=1[CH3:8], predict the reactants needed to synthesize it. The reactants are: [I:1][CH2:2][C:3]1[N:4]=[C:5]([C:14]2[CH:19]=[CH:18][C:17](C)=[CH:16][CH:15]=2)[O:6][C:7]=1[C:8]1C=CC=CC=1.C/C(/[C:25](C)=[O:26])=N\O.C(=O)C1C=CC=C(OC)C=1. (6) Given the product [Br:19][C:20]1[C:21](=[O:22])[N:16]([C:8]2[CH:9]=[CH:10][C:11]([S:12]([CH3:15])(=[O:13])=[O:14])=[C:6]([C:3]3[CH2:4][CH2:5][O:1][N:2]=3)[C:7]=2[CH3:18])[N:17]=[CH:23][C:24]=1[Br:25], predict the reactants needed to synthesize it. The reactants are: [O:1]1[CH2:5][CH2:4][C:3]([C:6]2[C:7]([CH3:18])=[C:8]([NH:16][NH2:17])[CH:9]=[CH:10][C:11]=2[S:12]([CH3:15])(=[O:14])=[O:13])=[N:2]1.[Br:19][C:20]1[CH:21](O)[O:22][C:23](=O)[C:24]=1[Br:25]. (7) Given the product [CH3:1][O:2][C:3]1[N:8]=[C:7]2[C:9]([C:20]3[NH:28][C:23]4=[N:24][CH:25]=[CH:26][CH:27]=[C:22]4[CH:21]=3)=[CH:10][N:11]([CH2:12][CH2:13][N:14]3[CH2:19][CH2:18][O:17][CH2:16][CH2:15]3)[C:6]2=[CH:5][C:4]=1[O:39][CH3:40], predict the reactants needed to synthesize it. The reactants are: [CH3:1][O:2][C:3]1[N:8]=[C:7]2[C:9]([C:20]3[N:28](S(C4C=CC(C)=CC=4)(=O)=O)[C:23]4=[N:24][CH:25]=[CH:26][CH:27]=[C:22]4[CH:21]=3)=[CH:10][N:11]([CH2:12][CH2:13][N:14]3[CH2:19][CH2:18][O:17][CH2:16][CH2:15]3)[C:6]2=[CH:5][C:4]=1[O:39][CH3:40].CO. (8) Given the product [CH:26]1([CH2:29][NH:30][C:2]2[CH:20]=[CH:19][C:5]([C:6]([N:8]([CH2:9][C:10]([F:13])([F:12])[F:11])[CH2:14][C:15]([F:16])([F:18])[F:17])=[O:7])=[CH:4][C:3]=2[N+:21]([O-:23])=[O:22])[CH2:27][CH2:28][CH2:25]1, predict the reactants needed to synthesize it. The reactants are: F[C:2]1[CH:20]=[CH:19][C:5]([C:6]([N:8]([CH2:14][C:15]([F:18])([F:17])[F:16])[CH2:9][C:10]([F:13])([F:12])[F:11])=[O:7])=[CH:4][C:3]=1[N+:21]([O-:23])=[O:22].O1[CH:28]=[CH:27][C:26]([CH2:29][NH2:30])=[CH:25]1.